Dataset: Reaction yield outcomes from USPTO patents with 853,638 reactions. Task: Predict the reaction yield, written as a fraction of the theoretical maximum amount of product (1.0 means a 100% yield; for example, 0.34 means a 34% yield). (1) The reactants are Br[C:2]1[CH:3]=[C:4]([C:9]2[CH:14]=[CH:13][C:12]([N:15]3[C@@H:19]([C:20]4[CH:25]=[CH:24][CH:23]=[CH:22][CH:21]=4)[C:18]([CH3:27])([CH3:26])[O:17][C:16]3=[O:28])=[CH:11][CH:10]=2)[C:5]([F:8])=[N:6][CH:7]=1.[B:29]1([B:29]2[O:33][C:32]([CH3:35])([CH3:34])[C:31]([CH3:37])([CH3:36])[O:30]2)[O:33][C:32]([CH3:35])([CH3:34])[C:31]([CH3:37])([CH3:36])[O:30]1.C([O-])(=O)C.[K+]. The catalyst is C1C=CC(P(C2C=CC=CC=2)[C-]2C=CC=C2)=CC=1.C1C=CC(P(C2C=CC=CC=2)[C-]2C=CC=C2)=CC=1.Cl[Pd]Cl.[Fe+2].O1CCOCC1. The product is [F:8][C:5]1[C:4]([C:9]2[CH:14]=[CH:13][C:12]([N:15]3[C@@H:19]([C:20]4[CH:25]=[CH:24][CH:23]=[CH:22][CH:21]=4)[C:18]([CH3:27])([CH3:26])[O:17][C:16]3=[O:28])=[CH:11][CH:10]=2)=[CH:3][C:2]([B:29]2[O:33][C:32]([CH3:35])([CH3:34])[C:31]([CH3:37])([CH3:36])[O:30]2)=[CH:7][N:6]=1. The yield is 0.669. (2) The reactants are [C:1]([O:5][C:6]([N:8]([C:36]([O:38][C:39]([CH3:42])([CH3:41])[CH3:40])=[O:37])[C:9]1[C:18]2[C:13](=[CH:14][C:15]([NH:19][CH:20]([C:25]3[CH:30]=[C:29]([CH2:31][CH3:32])[CH:28]=[C:27]([O:33][CH3:34])[C:26]=3[F:35])[C:21]([O:23]C)=[O:22])=[CH:16][CH:17]=2)[CH:12]=[CH:11][N:10]=1)=[O:7])([CH3:4])([CH3:3])[CH3:2].[OH-].[Na+]. The catalyst is C1COCC1.CO. The product is [C:1]([O:5][C:6]([N:8]([C:36]([O:38][C:39]([CH3:40])([CH3:42])[CH3:41])=[O:37])[C:9]1[C:18]2[C:13](=[CH:14][C:15]([NH:19][CH:20]([C:25]3[CH:30]=[C:29]([CH2:31][CH3:32])[CH:28]=[C:27]([O:33][CH3:34])[C:26]=3[F:35])[C:21]([OH:23])=[O:22])=[CH:16][CH:17]=2)[CH:12]=[CH:11][N:10]=1)=[O:7])([CH3:4])([CH3:2])[CH3:3]. The yield is 0.840.